This data is from Full USPTO retrosynthesis dataset with 1.9M reactions from patents (1976-2016). The task is: Predict the reactants needed to synthesize the given product. (1) Given the product [OH:23][C:22]1([C:32]([F:35])([F:34])[F:33])[C:12]2[C:13](=[N:14][CH:15]=[C:10]([O:9][CH2:8][CH2:7][N:3]3[CH2:4][CH2:5][CH2:6][C:2]3=[O:1])[CH:11]=2)[C:16]2[C:21]1=[CH:20][CH:19]=[CH:18][CH:17]=2, predict the reactants needed to synthesize it. The reactants are: [O:1]=[C:2]1[CH2:6][CH2:5][CH2:4][N:3]1[CH2:7][CH2:8][O:9][C:10]1[CH:11]=[C:12]2[C:22](=[O:23])[C:21]3[C:16](=[CH:17][CH:18]=[CH:19][CH:20]=3)[C:13]2=[N:14][CH:15]=1.C(=O)([O-])[O-].[K+].[K+].C[Si](C)(C)[C:32]([F:35])([F:34])[F:33].[F-].C([N+](CCCC)(CCCC)CCCC)CCC. (2) The reactants are: [CH2:1]([O:3][C:4]([CH:6]1[CH:11]([NH:12][S:13]([C:16]2[CH:21]=[CH:20][C:19]([O:22][CH2:23][C:24]3[C:33]4[C:28](=[CH:29][CH:30]=[CH:31][CH:32]=4)[N:27]=[C:26]([CH3:34])[CH:25]=3)=[CH:18][CH:17]=2)(=[O:15])=[O:14])[CH2:10][CH2:9][NH:8][CH2:7]1)=[O:5])[CH3:2].Br[CH2:36][CH2:37][OH:38]. Given the product [CH2:1]([O:3][C:4]([CH:6]1[CH:11]([NH:12][S:13]([C:16]2[CH:17]=[CH:18][C:19]([O:22][CH2:23][C:24]3[C:33]4[C:28](=[CH:29][CH:30]=[CH:31][CH:32]=4)[N:27]=[C:26]([CH3:34])[CH:25]=3)=[CH:20][CH:21]=2)(=[O:15])=[O:14])[CH2:10][CH2:9][N:8]([CH2:36][CH2:37][OH:38])[CH2:7]1)=[O:5])[CH3:2], predict the reactants needed to synthesize it.